This data is from Reaction yield outcomes from USPTO patents with 853,638 reactions. The task is: Predict the reaction yield, written as a fraction of the theoretical maximum amount of product (1.0 means a 100% yield; for example, 0.34 means a 34% yield). (1) The reactants are [Al+3].[Cl-].[Cl-].[Cl-].[CH3:5][O:6][C:7]1[CH:15]=[N:14][C:13]([N:16]2[CH:20]=[N:19][CH:18]=[N:17]2)=[C:12]2[C:8]=1[CH:9]=[CH:10][NH:11]2.C([O-])(=[O:23])C.[NH4+].C[CH2:27][O:28][C:29]([CH3:31])=[O:30]. The catalyst is C(Cl)Cl.C[N+]([O-])=O. The product is [CH3:27][O:28][C:29](=[O:30])[C:31]([C:9]1[C:8]2[C:12](=[C:13]([N:16]3[CH:20]=[N:19][CH:18]=[N:17]3)[N:14]=[CH:15][C:7]=2[O:6][CH3:5])[NH:11][CH:10]=1)=[O:23]. The yield is 0.460. (2) The reactants are C([N:8]1[CH2:13][CH2:12][CH2:11][CH:10]([C:14]2[CH:19]=[CH:18][C:17]([N:20]3[CH:28]=[C:27]4[C:22]([CH:23]=[C:24]([F:38])[CH:25]=[C:26]4[CH2:29][O:30][Si:31]([C:34]([CH3:37])([CH3:36])[CH3:35])([CH3:33])[CH3:32])=[N:21]3)=[CH:16][CH:15]=2)[CH2:9]1)C1C=CC=CC=1.[CH3:51][C:50]([O:49][C:47](O[C:47]([O:49][C:50]([CH3:53])([CH3:52])[CH3:51])=[O:48])=[O:48])([CH3:53])[CH3:52]. The catalyst is CCO. The product is [Si:31]([O:30][CH2:29][C:26]1[C:27]2[C:22]([CH:23]=[C:24]([F:38])[CH:25]=1)=[N:21][N:20]([C:17]1[CH:16]=[CH:15][C:14]([CH:10]3[CH2:11][CH2:12][CH2:13][N:8]([C:47]([O:49][C:50]([CH3:51])([CH3:52])[CH3:53])=[O:48])[CH2:9]3)=[CH:19][CH:18]=1)[CH:28]=2)([C:34]([CH3:37])([CH3:35])[CH3:36])([CH3:32])[CH3:33]. The yield is 0.670. (3) The reactants are [NH:1]1[C:10]2[C:5](=[C:6]([NH:11][C:12](=[O:14])[CH3:13])[CH:7]=[CH:8][CH:9]=2)[CH2:4][CH2:3][CH2:2]1.[C:15](O[C:15](=[O:19])[CH2:16][CH2:17][CH3:18])(=[O:19])[CH2:16][CH2:17][CH3:18].C(N(CC)CC)C. The catalyst is C(Cl)Cl. The product is [O:19]=[C:15]([N:1]1[C:10]2[C:5](=[C:6]([NH:11][C:12](=[O:14])[CH3:13])[CH:7]=[CH:8][CH:9]=2)[CH2:4][CH2:3][CH2:2]1)[CH2:16][CH2:17][CH3:18]. The yield is 0.690. (4) The reactants are [CH3:1][C@:2]12[C:9]([CH3:11])([CH3:10])[CH:6]([CH2:7][CH2:8]1)[C:5](=[O:12])[CH2:4][C:3]2=[O:13].C(N(CC)CC)C.[N+:21]([C:24]1[CH:29]=[CH:28][C:27]([N:30]=[C:31]=[O:32])=[CH:26][CH:25]=1)([O-:23])=[O:22].Cl. The catalyst is CN(C)C1C=CN=CC=1.ClCCl. The product is [N+:21]([C:24]1[CH:25]=[CH:26][C:27]([NH:30][C:31]([CH:4]2[C:5](=[O:12])[CH:6]3[C:9]([CH3:10])([CH3:11])[C@@:2]([CH3:1])([CH2:8][CH2:7]3)[C:3]2=[O:13])=[O:32])=[CH:28][CH:29]=1)([O-:23])=[O:22]. The yield is 0.300. (5) The reactants are [Cl:1][C:2]1[CH:11]=[C:10]2[C:5]([C:6]([N:12]3[CH2:17][CH2:16][NH:15][CH:14]([CH2:18][CH2:19][OH:20])[CH2:13]3)=[N:7][CH:8]=[N:9]2)=[CH:4][C:3]=1[C:21]1[CH:26]=[CH:25][C:24]([Cl:27])=[CH:23][CH:22]=1.[C:28](O)(=[O:31])[CH:29]=[CH2:30].F[P-](F)(F)(F)(F)F.N1(O[P+](N(C)C)(N(C)C)N(C)C)C2C=CC=CC=2N=N1.CCN(C(C)C)C(C)C. The catalyst is CN(C=O)C. The product is [Cl:1][C:2]1[CH:11]=[C:10]2[C:5]([C:6]([N:12]3[CH2:17][CH2:16][N:15]([C:28](=[O:31])[CH:29]=[CH2:30])[CH:14]([CH2:18][CH2:19][OH:20])[CH2:13]3)=[N:7][CH:8]=[N:9]2)=[CH:4][C:3]=1[C:21]1[CH:26]=[CH:25][C:24]([Cl:27])=[CH:23][CH:22]=1. The yield is 0.120.